This data is from Forward reaction prediction with 1.9M reactions from USPTO patents (1976-2016). The task is: Predict the product of the given reaction. (1) Given the reactants Cl.[F:2][CH:3]([F:32])[CH2:4][N:5]1[C:13]2[C:8](=[CH:9][C:10]([O:14][CH:15]3[CH2:20][CH2:19][N:18]([CH:21]([CH3:23])[CH3:22])[CH2:17][CH2:16]3)=[CH:11][CH:12]=2)[CH:7]=[C:6]1[C:24]([N:26]1[CH2:31][CH2:30][NH:29][CH2:28][CH2:27]1)=[O:25].[CH3:33][N:34]([CH3:39])[S:35](Cl)(=[O:37])=[O:36], predict the reaction product. The product is: [CH3:33][N:34]([CH3:39])[S:35]([N:29]1[CH2:28][CH2:27][N:26]([C:24]([C:6]2[N:5]([CH2:4][CH:3]([F:2])[F:32])[C:13]3[C:8]([CH:7]=2)=[CH:9][C:10]([O:14][CH:15]2[CH2:20][CH2:19][N:18]([CH:21]([CH3:23])[CH3:22])[CH2:17][CH2:16]2)=[CH:11][CH:12]=3)=[O:25])[CH2:31][CH2:30]1)(=[O:37])=[O:36]. (2) Given the reactants [C:1]([O:5][C:6]([N:8](C(OC(C)(C)C)=O)[C:9]1[O:10][CH2:11][C:12]([F:25])([F:24])[C@:13]([C@H:16]2[CH2:18][C@@H:17]2[C:19]([O:21]CC)=[O:20])([CH3:15])[N:14]=1)=[O:7])([CH3:4])([CH3:3])[CH3:2].[OH-].[Na+].Cl, predict the reaction product. The product is: [C:1]([O:5][C:6]([NH:8][C:9]1[O:10][CH2:11][C:12]([F:24])([F:25])[C@:13]([C@H:16]2[CH2:18][C@@H:17]2[C:19]([OH:21])=[O:20])([CH3:15])[N:14]=1)=[O:7])([CH3:2])([CH3:3])[CH3:4]. (3) Given the reactants CN(C(ON1N=NC2C=CC=CC1=2)=[N+](C)C)C.[B-](F)(F)(F)F.CCN(C(C)C)C(C)C.[CH3:32][C:33]1[CH:41]=[CH:40][C:36]([C:37]([OH:39])=O)=[CH:35][CH:34]=1.[NH2:42][C@H:43]1[CH2:48][CH2:47][CH2:46][C@:45]([C:50]#[C:51][C:52]2[CH:57]=[CH:56][CH:55]=[C:54]([Cl:58])[CH:53]=2)([OH:49])[CH2:44]1, predict the reaction product. The product is: [Cl:58][C:54]1[CH:53]=[C:52]([C:51]#[C:50][C@:45]2([OH:49])[CH2:46][CH2:47][CH2:48][C@H:43]([NH:42][C:37](=[O:39])[C:36]3[CH:35]=[CH:34][C:33]([CH3:32])=[CH:41][CH:40]=3)[CH2:44]2)[CH:57]=[CH:56][CH:55]=1. (4) Given the reactants [CH2:1]([O:4][C:5]1[C:6]([NH:15]C(=O)C)=[CH:7][C:8]2[C:13]([CH:14]=1)=[CH:12][CH:11]=[CH:10][CH:9]=2)[CH2:2][CH3:3].Cl.[OH-].[Na+], predict the reaction product. The product is: [CH2:1]([O:4][C:5]1[C:6]([NH2:15])=[CH:7][C:8]2[C:13]([CH:14]=1)=[CH:12][CH:11]=[CH:10][CH:9]=2)[CH2:2][CH3:3]. (5) Given the reactants C([O:3][C:4]([CH:6]1[CH2:10][CH2:9][N:8]([C:11]2[CH:16]=[CH:15][CH:14]=[C:13]([C:17]([F:20])([F:19])[F:18])[CH:12]=2)[C:7]1=[O:21])=O)C.[BH4-].[Na+], predict the reaction product. The product is: [OH:3][CH2:4][CH:6]1[CH2:10][CH2:9][N:8]([C:11]2[CH:16]=[CH:15][CH:14]=[C:13]([C:17]([F:18])([F:19])[F:20])[CH:12]=2)[C:7]1=[O:21]. (6) Given the reactants [CH3:1][O:2][CH2:3][C@@H:4]1[CH2:8][N:7]([C:9]([O:11][C:12]([CH3:15])([CH3:14])[CH3:13])=[O:10])[CH:6]([C:16]([O:18][CH2:19][C:20](=[O:40])[C:21]2[CH:22]=[CH:23][C:24]3[C:33]4[CH:32]=[C:31]5[CH2:34][CH2:35][CH2:36][C:37](=[O:38])[C:30]5=[CH:29][C:28]=4[O:27][CH2:26][C:25]=3[CH:39]=2)=[O:17])[CH2:5]1.[Br-:41].[Br-].[Br-].[NH+]1C=CC=CC=1.[NH+]1C=CC=CC=1.[NH+]1C=CC=CC=1, predict the reaction product. The product is: [CH3:1][O:2][CH2:3][C@@H:4]1[CH2:8][N:7]([C:9]([O:11][C:12]([CH3:15])([CH3:13])[CH3:14])=[O:10])[C@H:6]([C:16]([O:18][CH2:19][C:20]([C:21]2[CH:22]=[CH:23][C:24]3[C:33]4[CH:32]=[C:31]5[CH2:34][CH2:35][CH:36]([Br:41])[C:37](=[O:38])[C:30]5=[CH:29][C:28]=4[O:27][CH2:26][C:25]=3[CH:39]=2)=[O:40])=[O:17])[CH2:5]1. (7) Given the reactants [Cl:1][C:2]1[CH:7]=[CH:6][C:5]([C:8]2[S:29][C:11]3[C:12](=[O:28])[N:13]([C:16]4[CH:17]=[N:18][C:19]([N:22]5[CH2:26][CH2:25][C@H:24]([OH:27])[CH2:23]5)=[CH:20][CH:21]=4)[CH2:14][CH2:15][C:10]=3[CH:9]=2)=[CH:4][CH:3]=1.CCN(CC)CC.[CH3:37][S:38](Cl)(=[O:40])=[O:39], predict the reaction product. The product is: [Cl:1][C:2]1[CH:7]=[CH:6][C:5]([C:8]2[S:29][C:11]3[C:12](=[O:28])[N:13]([C:16]4[CH:21]=[CH:20][C:19]([N:22]5[CH2:26][CH2:25][C@H:24]([O:27][S:38]([CH3:37])(=[O:40])=[O:39])[CH2:23]5)=[N:18][CH:17]=4)[CH2:14][CH2:15][C:10]=3[CH:9]=2)=[CH:4][CH:3]=1.